This data is from Catalyst prediction with 721,799 reactions and 888 catalyst types from USPTO. The task is: Predict which catalyst facilitates the given reaction. (1) Reactant: [NH:1]1[C:9]2[C:4](=[CH:5][CH:6]=[CH:7][CH:8]=2)[CH:3]=[CH:2]1.Cl.O.[NH:12]1[CH2:17][CH2:16][C:15](=O)[CH2:14][CH2:13]1.[OH-].[K+].O. Product: [NH:12]1[CH2:13][CH:14]=[C:15]([C:3]2[C:4]3[C:9](=[CH:8][CH:7]=[CH:6][CH:5]=3)[NH:1][CH:2]=2)[CH2:16][CH2:17]1. The catalyst class is: 5. (2) Reactant: [C:1]1([CH2:6][OH:7])([CH2:4][OH:5])[CH2:3][CH2:2]1.[H-].[Na+].[C:10]([Si:14](Cl)([CH3:16])[CH3:15])([CH3:13])([CH3:12])[CH3:11]. Product: [Si:14]([O:5][CH2:4][C:1]1([CH2:6][OH:7])[CH2:3][CH2:2]1)([C:10]([CH3:13])([CH3:12])[CH3:11])([CH3:16])[CH3:15]. The catalyst class is: 149. (3) Reactant: O.[NH2:2][NH2:3].Br[CH2:5][CH2:6][O:7][C:8]([CH3:11])([CH3:10])[CH3:9]. Product: [C:8]([O:7][CH2:6][CH2:5][NH:2][NH2:3])([CH3:11])([CH3:10])[CH3:9]. The catalyst class is: 8. (4) Reactant: [F:1][C:2]1[CH:3]=[C:4]([N:14]2[C:18]([CH3:20])([CH3:19])[C:17](=[O:21])[N:16]([C:22]3[CH:29]=[CH:28][C:25]([C:26]#[N:27])=[C:24]([C:30]([F:33])([F:32])[F:31])[CH:23]=3)[C:15]2=[S:34])[CH:5]=[CH:6][C:7]=1[O:8][CH:9]1[CH2:13][CH2:12][NH:11][CH2:10]1.C(N(CC)CC)C.[C:42](Cl)(=[O:44])[CH3:43]. Product: [C:42]([N:11]1[CH2:12][CH2:13][CH:9]([O:8][C:7]2[CH:6]=[CH:5][C:4]([N:14]3[C:18]([CH3:20])([CH3:19])[C:17](=[O:21])[N:16]([C:22]4[CH:29]=[CH:28][C:25]([C:26]#[N:27])=[C:24]([C:30]([F:33])([F:31])[F:32])[CH:23]=4)[C:15]3=[S:34])=[CH:3][C:2]=2[F:1])[CH2:10]1)(=[O:44])[CH3:43]. The catalyst class is: 112.